Dataset: Full USPTO retrosynthesis dataset with 1.9M reactions from patents (1976-2016). Task: Predict the reactants needed to synthesize the given product. (1) Given the product [OH:8][C:9]1[CH:14]=[C:13]([OH:15])[C:12]([C:23]2[N:27]([CH2:28][CH2:29][CH2:30][O:31][CH3:32])[N:26]=[N:25][N:24]=2)=[CH:11][C:10]=1[C:33]1[CH:38]=[CH:37][CH:36]=[C:35]([C:39]([N:52]2[CH2:51][CH2:50][N:49]([CH2:48][CH2:47][N:42]3[CH2:43][CH2:44][CH2:45][CH2:46]3)[CH2:54][CH2:53]2)=[O:40])[CH:34]=1, predict the reactants needed to synthesize it. The reactants are: C([O:8][C:9]1[CH:14]=[C:13]([O:15]CC2C=CC=CC=2)[C:12]([C:23]2[N:27]([CH2:28][CH2:29][CH2:30][O:31][CH3:32])[N:26]=[N:25][N:24]=2)=[CH:11][C:10]=1[C:33]1[CH:38]=[CH:37][CH:36]=[C:35]([C:39](O)=[O:40])[CH:34]=1)C1C=CC=CC=1.[N:42]1([CH2:47][CH2:48][N:49]2[CH2:54][CH2:53][NH:52][CH2:51][CH2:50]2)[CH2:46][CH2:45][CH2:44][CH2:43]1. (2) Given the product [Cl:1][C:2]1[C:7]([C:8]2[CH:16]=[CH:15][C:14]3[N:13]=[CH:19][NH:20][C:10]=3[CH:9]=2)=[CH:6][CH:5]=[CH:4][N:3]=1, predict the reactants needed to synthesize it. The reactants are: [Cl:1][C:2]1[C:7]([C:8]2[CH:9]=[C:10]3[C:14](=[CH:15][CH:16]=2)[NH:13]N=C3)=[CH:6][CH:5]=[CH:4][N:3]=1.BrC1[C:19](Cl)=[N:20]C=CC=1.N1C2C=CC(B3OC(C)(C)C(C)(C)O3)=CC=2N=C1.C([O-])([O-])=O.[Na+].[Na+]. (3) Given the product [CH3:18][C:19]1[CH:23]=[C:22]([C:24]2[C:25](=[O:26])[NH:1][C:2]3[C:3]([C:4]=2[C:6]2[CH:11]=[CH:10][CH:9]=[CH:8][CH:7]=2)=[CH:12][C:13]([CH:16]=[CH2:17])=[CH:14][CH:15]=3)[O:21][N:20]=1, predict the reactants needed to synthesize it. The reactants are: [NH2:1][C:2]1[CH:15]=[CH:14][C:13]([CH:16]=[CH2:17])=[CH:12][C:3]=1[C:4]([C:6]1[CH:11]=[CH:10][CH:9]=[CH:8][CH:7]=1)=O.[CH3:18][C:19]1[CH:23]=[C:22]([CH2:24][C:25](Cl)=[O:26])[O:21][N:20]=1.C(N(CC)CC)C. (4) Given the product [CH2:1]([C:8]1[CH:9]=[N:10][C:11]2[C:16]([C:17]=1[C:18]1[CH:19]=[C:20]([NH:24][CH2:42][C:31]3[CH:32]=[C:33]([C:36]4[CH:37]=[CH:38][CH:39]=[CH:40][CH:41]=4)[CH:34]=[CH:35][C:30]=3[F:29])[CH:21]=[CH:22][CH:23]=1)=[CH:15][CH:14]=[CH:13][C:12]=2[C:25]([F:28])([F:26])[F:27])[C:2]1[CH:3]=[CH:4][CH:5]=[CH:6][CH:7]=1, predict the reactants needed to synthesize it. The reactants are: [CH2:1]([C:8]1[CH:9]=[N:10][C:11]2[C:16]([C:17]=1[C:18]1[CH:19]=[C:20]([NH2:24])[CH:21]=[CH:22][CH:23]=1)=[CH:15][CH:14]=[CH:13][C:12]=2[C:25]([F:28])([F:27])[F:26])[C:2]1[CH:7]=[CH:6][CH:5]=[CH:4][CH:3]=1.[F:29][C:30]1[CH:35]=[CH:34][C:33]([C:36]2[CH:41]=[CH:40][CH:39]=[CH:38][CH:37]=2)=[CH:32][C:31]=1[CH:42]=O. (5) Given the product [CH3:32][N:33]1[CH2:34][CH2:35][N:36]([C:39]2[CH:45]=[CH:44][C:42]([NH:43][C:2]3[C:3]4[NH:22][N:21]=[CH:20][C:4]=4[N:5]=[C:6]([C:8]4[CH:13]=[CH:12][CH:11]=[C:10]([S:14]([F:18])([F:15])([F:16])([F:19])[F:17])[CH:9]=4)[N:7]=3)=[CH:41][CH:40]=2)[CH2:37][CH2:38]1, predict the reactants needed to synthesize it. The reactants are: Cl[C:2]1[C:3]2[C:4](=[CH:20][N:21](CC3C=CC(OC)=CC=3)[N:22]=2)[N:5]=[C:6]([C:8]2[CH:13]=[CH:12][CH:11]=[C:10]([S:14]([F:19])([F:18])([F:17])([F:16])[F:15])[CH:9]=2)[N:7]=1.[CH3:32][N:33]1[CH2:38][CH2:37][N:36]([C:39]2[CH:45]=[CH:44][C:42]([NH2:43])=[CH:41][CH:40]=2)[CH2:35][CH2:34]1.Cl. (6) Given the product [Cl:14][C:15]1[CH:20]=[C:19]([Cl:21])[CH:18]=[C:17]([CH3:22])[C:16]=1[S:23]([NH:13][C:10]1[S:11][CH:12]=[C:8]([C:3]2[CH:4]=[CH:5][CH:6]=[CH:7][C:2]=2[Cl:1])[N:9]=1)(=[O:25])=[O:24], predict the reactants needed to synthesize it. The reactants are: [Cl:1][C:2]1[CH:7]=[CH:6][CH:5]=[CH:4][C:3]=1[C:8]1[N:9]=[C:10]([NH2:13])[S:11][CH:12]=1.[Cl:14][C:15]1[CH:20]=[C:19]([Cl:21])[CH:18]=[C:17]([CH3:22])[C:16]=1[S:23](Cl)(=[O:25])=[O:24]. (7) The reactants are: [N+:1]([C:4]1[N:9]=[CH:8][C:7]([N:10]2[CH2:15][CH2:14][N:13]([C:16]([O:18][C:19]([CH3:22])([CH3:21])[CH3:20])=[O:17])[CH2:12][CH2:11]2)=[CH:6][CH:5]=1)([O-])=O.O. Given the product [NH2:1][C:4]1[N:9]=[CH:8][C:7]([N:10]2[CH2:15][CH2:14][N:13]([C:16]([O:18][C:19]([CH3:22])([CH3:21])[CH3:20])=[O:17])[CH2:12][CH2:11]2)=[CH:6][CH:5]=1, predict the reactants needed to synthesize it. (8) Given the product [CH2:30]([C:32]1[CH:41]=[C:40]2[C:35]([CH:36]=[CH:37][CH:38]=[C:39]2[C:42]([OH:44])=[O:43])=[CH:34][CH:33]=1)[CH3:31].[CH2:25]([N:3]1[C:4]2[C:9](=[CH:8][CH:7]=[CH:6][CH:5]=2)[CH:10]=[CH:2]1)[CH2:26][CH2:27][CH2:28][CH3:29].[CH3:29][CH2:28][CH2:27][CH2:26][CH2:25][N:3]1[C:4]2[CH:5]=[CH:6][CH:7]=[CH:8][C:9]=2[C:10]([C:11]([C:13]2[CH:14]=[CH:15][CH:16]=[C:17]3[CH:18]=[CH:19][C:20]([CH2:23][CH3:24])=[CH:21][C:22]=23)=[O:12])=[C:2]1[CH3:1], predict the reactants needed to synthesize it. The reactants are: [CH3:1][C:2]1[N:3]([CH2:25][CH2:26][CH2:27][CH2:28][CH3:29])[C:4]2[C:9]([C:10]=1[C:11]([C:13]1[C:22]3[C:17](=[CH:18][CH:19]=[C:20]([CH2:23][CH3:24])[CH:21]=3)[CH:16]=[CH:15][CH:14]=1)=[O:12])=[CH:8][CH:7]=[CH:6][CH:5]=2.[CH2:30]([C:32]1[CH:41]=[C:40]2[C:35]([CH:36]=[CH:37][CH:38]=[C:39]2[C:42]([OH:44])=[O:43])=[CH:34][CH:33]=1)[CH3:31].CC1N(CCCCC)C2C(C=1)=CC=CC=2. (9) Given the product [Cl:42][C:6]1[CH:5]=[N:4][CH:3]=[C:2]([Cl:1])[C:7]=1[C:8](=[O:41])[CH2:9][N:10]([CH2:33][C:34]1[CH:39]=[CH:38][C:37]([F:40])=[CH:36][CH:35]=1)[C:11]([C:13]1[CH:14]=[N:15][N:16]([C@H:22]2[CH2:27][CH2:26][C@H:25]([C:28]([O:30][CH2:31][CH3:32])=[O:29])[CH2:24][CH2:23]2)[C:17]=1[C:18]([F:21])([F:20])[F:19])=[O:12], predict the reactants needed to synthesize it. The reactants are: [Cl:1][C:2]1[CH:3]=[N:4][CH:5]=[C:6]([Cl:42])[C:7]=1[CH:8]([OH:41])[CH2:9][N:10]([CH2:33][C:34]1[CH:39]=[CH:38][C:37]([F:40])=[CH:36][CH:35]=1)[C:11]([C:13]1[CH:14]=[N:15][N:16]([C@H:22]2[CH2:27][CH2:26][C@H:25]([C:28]([O:30][CH2:31][CH3:32])=[O:29])[CH2:24][CH2:23]2)[C:17]=1[C:18]([F:21])([F:20])[F:19])=[O:12].CC(OI1(OC(C)=O)(OC(C)=O)OC(=O)C2C=CC=CC1=2)=O. (10) Given the product [S:1]1[C:2]2[CH:9]=[CH:8][CH:7]=[CH:6][C:3]=2[CH:4]=[C:5]1[CH:21]([C:20]1[CH:23]=[C:16]([Br:15])[CH:17]=[CH:18][C:19]=1[F:24])[OH:22], predict the reactants needed to synthesize it. The reactants are: [S:1]1[CH:5]=[CH:4][C:3]2[CH:6]=[CH:7][CH:8]=[CH:9][C:2]1=2.C([Li])CCC.[Br:15][C:16]1[CH:17]=[CH:18][C:19]([F:24])=[C:20]([CH:23]=1)[CH:21]=[O:22].